From a dataset of Reaction yield outcomes from USPTO patents with 853,638 reactions. Predict the reaction yield, written as a fraction of the theoretical maximum amount of product (1.0 means a 100% yield; for example, 0.34 means a 34% yield). (1) The reactants are [CH2:1]([O:8][CH2:9][C@@H:10]1[CH2:12][O:11]1)[C:2]1[CH:7]=[CH:6][CH:5]=[CH:4][CH:3]=1.O.[NH2:14][NH2:15].C[O-].[Na+].[C:19](=[O:26])(OCC)OCC. No catalyst specified. The product is [NH2:14][N:15]1[CH2:12][C@@H:10]([CH2:9][O:8][CH2:1][C:2]2[CH:3]=[CH:4][CH:5]=[CH:6][CH:7]=2)[O:11][C:19]1=[O:26]. The yield is 0.610. (2) The reactants are Cl.[Cl:2][C:3]1[CH:8]=[C:7]([C:9]2[CH:14]=[C:13]([Cl:15])[CH:12]=[CH:11][C:10]=2[Cl:16])[N:6]=[C:5]2[CH2:17][CH2:18][CH2:19][C:4]=12.[NH2:20][C:21]1[CH:26]=[CH:25][C:24]([CH2:27][C:28]([NH2:30])=[O:29])=[CH:23][CH:22]=1. No catalyst specified. The product is [ClH:2].[Cl:16][C:10]1[CH:11]=[CH:12][C:13]([Cl:15])=[CH:14][C:9]=1[C:7]1[N:6]=[C:5]2[CH2:17][CH2:18][CH2:19][C:4]2=[C:3]([NH:20][C:21]2[CH:22]=[CH:23][C:24]([CH2:27][C:28]([NH2:30])=[O:29])=[CH:25][CH:26]=2)[CH:8]=1. The yield is 0.100. (3) The reactants are [O:1]=[CH:2][C:3]1[CH:11]=[CH:10][C:8]([OH:9])=[C:5]([O:6][CH3:7])[CH:4]=1.Cl[C:13]1[CH:20]=[CH:19][C:16]([C:17]#[N:18])=[CH:15][N:14]=1.C([O-])([O-])=O.[K+].[K+]. The catalyst is CN(C=O)C. The yield is 0.988. The product is [CH:2]([C:3]1[CH:11]=[CH:10][C:8]([O:9][C:13]2[CH:20]=[CH:19][C:16]([C:17]#[N:18])=[CH:15][N:14]=2)=[C:5]([O:6][CH3:7])[CH:4]=1)=[O:1]. (4) The reactants are [O:1]([C:8]1[CH:9]=[CH:10][C:11]([CH2:14][OH:15])=[N:12][CH:13]=1)[C:2]1[CH:7]=[CH:6][CH:5]=[CH:4][CH:3]=1.[O-2].[Mg+4].[O-2]. The catalyst is CC(C)=O. The product is [O:1]([C:8]1[CH:9]=[CH:10][C:11]([CH:14]=[O:15])=[N:12][CH:13]=1)[C:2]1[CH:3]=[CH:4][CH:5]=[CH:6][CH:7]=1. The yield is 0.740. (5) The reactants are [Cl:1][C:2]1[N:10]=[CH:9][N:8]=[C:7]2[C:3]=1[N:4]=[CH:5][N:6]2[CH:11]1[CH2:16][CH2:15][CH2:14][CH2:13][O:12]1.[Li+].[CH3:18]C([N-]C(C)C)C.IC. The catalyst is C1COCC1. The product is [Cl:1][C:2]1[N:10]=[CH:9][N:8]=[C:7]2[C:3]=1[N:4]=[C:5]([CH3:18])[N:6]2[CH:11]1[CH2:16][CH2:15][CH2:14][CH2:13][O:12]1. The yield is 0.800.